Dataset: hERG potassium channel inhibition data for cardiac toxicity prediction from Karim et al.. Task: Regression/Classification. Given a drug SMILES string, predict its toxicity properties. Task type varies by dataset: regression for continuous values (e.g., LD50, hERG inhibition percentage) or binary classification for toxic/non-toxic outcomes (e.g., AMES mutagenicity, cardiotoxicity, hepatotoxicity). Dataset: herg_karim. (1) The compound is O=C1CCc2ncccc2N1CCCN1CCC(n2c(=O)[nH]c3ccccc32)CC1. The result is 0 (non-blocker). (2) The drug is COc1ccc(COc2ccn(-c3ccc(OCCN4CCCC4)cc3)c(=O)c2)cc1. The result is 1 (blocker). (3) The compound is CN1C(=O)NC(=O)[C@]12Cc1ccc(NC(=O)CN3C(=O)C4(CCCC4)O[C@H]3c3cc(F)cc(F)c3)cc1C2. The result is 0 (non-blocker). (4) The drug is COc1cnccc1C1CCC(N2CC(NC(=O)CNc3ncnc4ccc(C(F)(F)F)cc34)C2)CC1. The result is 0 (non-blocker). (5) The molecule is NC(=O)c1ncc(N[C@@H]2CCCC[C@@H]2N)cc1Nc1cccc(C(F)(F)F)n1. The result is 1 (blocker). (6) The drug is Cc1ccc2c(N3CCN(CCc4c(C)ccc5c4CCC(=O)N5C)CC3)cccc2n1. The result is 1 (blocker). (7) The result is 0 (non-blocker). The compound is O=C(c1cc(F)cc(Cl)c1)N1CCc2oc(-c3ccc(F)cn3)nc2C1.